From a dataset of Forward reaction prediction with 1.9M reactions from USPTO patents (1976-2016). Predict the product of the given reaction. (1) The product is: [CH:51]1([CH2:49][NH:25][C@H:5]([C:6]2[CH:11]=[CH:10][C:9]([O:12][CH3:13])=[CH:8][CH:7]=2)[CH:4]=[CH2:3])[CH2:56][CH2:55]1. Given the reactants C(=O)(OC)O[CH2:3]/[CH:4]=[CH:5]/[C:6]1[CH:11]=[CH:10][C:9]([O:12][CH3:13])=[CH:8][CH:7]=1.C1([C@@H]([N:25]([C@H:49]([C:51]2[CH:56]=[CH:55]C=CC=2)C)P2OC3C=CC4C=CC=CC=4C=3C3C4C(C=CC=3O2)=CC=CC=4)C)C=CC=CC=1.C1(NC)CC1.CC1C=CC(S(O)(=O)=O)=CC=1, predict the reaction product. (2) Given the reactants [C:1]1(=[O:13])[C:11]2=[C:12]3[C:7](=[CH:8][CH:9]=[CH:10]2)[CH:6]=[CH:5][CH:4]=[C:3]3[CH2:2]1.[BH4-].[Na+].O, predict the reaction product. The product is: [CH:1]1([OH:13])[C:11]2=[C:12]3[C:7](=[CH:8][CH:9]=[CH:10]2)[CH:6]=[CH:5][CH:4]=[C:3]3[CH2:2]1.